From a dataset of Catalyst prediction with 721,799 reactions and 888 catalyst types from USPTO. Predict which catalyst facilitates the given reaction. (1) Reactant: [C:1]([C:5]1[CH:10]=[CH:9][C:8]([CH3:11])=[C:7]([N+:12]([O-])=O)[CH:6]=1)([CH3:4])([CH3:3])[CH3:2].[C:15](O[C:15]([O:17][C:18]([CH3:21])([CH3:20])[CH3:19])=[O:16])([O:17][C:18]([CH3:21])([CH3:20])[CH3:19])=[O:16]. Product: [C:15]([NH:12][C:7]1[CH:6]=[C:5]([C:1]([CH3:4])([CH3:3])[CH3:2])[CH:10]=[CH:9][C:8]=1[CH3:11])([O:17][C:18]([CH3:21])([CH3:20])[CH3:19])=[O:16]. The catalyst class is: 394. (2) Reactant: [CH2:1]([O:8][C:9]1[CH:10]=[C:11]([CH2:25][OH:26])[CH:12]=[C:13]([CH2:15][O:16][C:17]2[CH:22]=[CH:21][C:20]([Cl:23])=[CH:19][C:18]=2[Cl:24])[CH:14]=1)[C:2]1[CH:7]=[CH:6][CH:5]=[CH:4][CH:3]=1.O[C:28]1[CH:32]=[C:31]([CH2:33][CH2:34][C:35]([O:37]CC)=[O:36])[N:30]([C:40]2[CH:45]=[CH:44][CH:43]=[CH:42][CH:41]=2)[N:29]=1.C(P(CCCC)CCCC)CCC.N(C(N1CCCCC1)=O)=NC(N1CCCCC1)=O.O1CCCC1CCO.[OH-].[Na+].Cl. Product: [CH2:1]([O:8][C:9]1[CH:10]=[C:11]([CH:12]=[C:13]([CH2:15][O:16][C:17]2[CH:22]=[CH:21][C:20]([Cl:23])=[CH:19][C:18]=2[Cl:24])[CH:14]=1)[CH2:25][O:26][C:28]1[CH:32]=[C:31]([CH2:33][CH2:34][C:35]([OH:37])=[O:36])[N:30]([C:40]2[CH:45]=[CH:44][CH:43]=[CH:42][CH:41]=2)[N:29]=1)[C:2]1[CH:7]=[CH:6][CH:5]=[CH:4][CH:3]=1. The catalyst class is: 7. (3) Reactant: Cl[C:2]1[N:7]=[CH:6][N:5]=[C:4]([NH:8][CH2:9][C:10]2([C:16]3[CH:21]=[CH:20][C:19]([O:22][CH2:23][CH2:24][CH2:25][N:26]4[CH2:30][CH2:29][CH2:28][CH2:27]4)=[CH:18][CH:17]=3)[CH2:15][CH2:14][O:13][CH2:12][CH2:11]2)[CH:3]=1.C(N(CC)CC)C. Product: [N:26]1([CH2:25][CH2:24][CH2:23][O:22][C:19]2[CH:18]=[CH:17][C:16]([C:10]3([CH2:9][NH:8][C:4]4[CH:3]=[CH:2][N:7]=[CH:6][N:5]=4)[CH2:15][CH2:14][O:13][CH2:12][CH2:11]3)=[CH:21][CH:20]=2)[CH2:30][CH2:29][CH2:28][CH2:27]1. The catalyst class is: 29. (4) Reactant: C(OC([NH:8][CH2:9][C:10]1[N:11]([CH2:33][CH:34]([CH3:36])[CH3:35])[C:12](=[O:32])[C:13]2[C:18]([C:19]=1[C:20]1[CH:25]=[CH:24][C:23]([Cl:26])=[CH:22][CH:21]=1)=[CH:17][C:16](/[CH:27]=[CH:28]/[C:29]([NH2:31])=[O:30])=[CH:15][CH:14]=2)=O)(C)(C)C. Product: [ClH:26].[NH2:8][CH2:9][C:10]1[N:11]([CH2:33][CH:34]([CH3:36])[CH3:35])[C:12](=[O:32])[C:13]2[C:18]([C:19]=1[C:20]1[CH:21]=[CH:22][C:23]([Cl:26])=[CH:24][CH:25]=1)=[CH:17][C:16](/[CH:27]=[CH:28]/[C:29]([NH2:31])=[O:30])=[CH:15][CH:14]=2. The catalyst class is: 601. (5) Reactant: C[N:2](/[CH:4]=[N:5]/[C:6]([C:8]1[N:12]2[CH2:13][CH2:14][N:15]([C:17]([O:19][C:20]([CH3:23])([CH3:22])[CH3:21])=[O:18])[CH2:16][C:11]2=[N:10][N:9]=1)=[S:7])C.N1C=CC=CC=1. Product: [S:7]1[C:6]([C:8]2[N:12]3[CH2:13][CH2:14][N:15]([C:17]([O:19][C:20]([CH3:23])([CH3:22])[CH3:21])=[O:18])[CH2:16][C:11]3=[N:10][N:9]=2)=[N:5][CH:4]=[N:2]1. The catalyst class is: 357. (6) Reactant: Cl[C:2]1[CH:10]=[C:9]([NH:11][C:12]2[CH:17]=[CH:16][C:15]([C:18]([N:20]3[CH2:25][CH2:24][O:23][CH2:22][CH2:21]3)=[O:19])=[CH:14][CH:13]=2)[C:5]([C:6]([NH2:8])=[O:7])=[C:4]([O:26][CH2:27][CH2:28][CH3:29])[N:3]=1.[NH:30]1[CH2:35][CH2:34][CH2:33][C@@H:32]([NH:36][C:37](=[O:43])[O:38][C:39]([CH3:42])([CH3:41])[CH3:40])[CH2:31]1.C(OCC)(=O)C. Product: [C:6]([C:5]1[C:9]([NH:11][C:12]2[CH:17]=[CH:16][C:15]([C:18]([N:20]3[CH2:25][CH2:24][O:23][CH2:22][CH2:21]3)=[O:19])=[CH:14][CH:13]=2)=[CH:10][C:2]([N:30]2[CH2:35][CH2:34][CH2:33][C@@H:32]([NH:36][C:37](=[O:43])[O:38][C:39]([CH3:41])([CH3:40])[CH3:42])[CH2:31]2)=[N:3][C:4]=1[O:26][CH2:27][CH2:28][CH3:29])(=[O:7])[NH2:8]. The catalyst class is: 1. (7) The catalyst class is: 4. Product: [C:23]([C:27]1[CH:28]=[C:29]([CH:66]=[O:67])[C:30]([O:64][CH3:65])=[C:31]([NH:33][C:34]([C:36]2[CH:37]=[CH:38][C:39]([CH3:63])=[C:40]([CH:62]=2)[O:41][C:42]2[CH:47]=[CH:46][N:45]=[C:44]([CH2:48][CH:49]3[CH2:54][CH2:53][N:52]([C:55]([O:57][C:58]([CH3:59])([CH3:60])[CH3:61])=[O:56])[CH2:51][CH2:50]3)[CH:43]=2)=[O:35])[CH:32]=1)([CH3:24])([CH3:25])[CH3:26]. Reactant: CC(OI1(OC(C)=O)(OC(C)=O)OC(=O)C2C1=CC=CC=2)=O.[C:23]([C:27]1[CH:28]=[C:29]([CH2:66][OH:67])[C:30]([O:64][CH3:65])=[C:31]([NH:33][C:34]([C:36]2[CH:37]=[CH:38][C:39]([CH3:63])=[C:40]([CH:62]=2)[O:41][C:42]2[CH:47]=[CH:46][N:45]=[C:44]([CH2:48][CH:49]3[CH2:54][CH2:53][N:52]([C:55]([O:57][C:58]([CH3:61])([CH3:60])[CH3:59])=[O:56])[CH2:51][CH2:50]3)[CH:43]=2)=[O:35])[CH:32]=1)([CH3:26])([CH3:25])[CH3:24].